From a dataset of CYP2C9 inhibition data for predicting drug metabolism from PubChem BioAssay. Regression/Classification. Given a drug SMILES string, predict its absorption, distribution, metabolism, or excretion properties. Task type varies by dataset: regression for continuous measurements (e.g., permeability, clearance, half-life) or binary classification for categorical outcomes (e.g., BBB penetration, CYP inhibition). Dataset: cyp2c9_veith. (1) The compound is Nc1ccc(-c2sc(N)nc2-c2ccccc2)cc1. The result is 1 (inhibitor). (2) The molecule is COc1ccc(/C=C(\NC(=O)c2ccccc2)C(=O)N/N=C/c2ccncc2)cc1. The result is 1 (inhibitor).